This data is from Peptide-MHC class I binding affinity with 185,985 pairs from IEDB/IMGT. The task is: Regression. Given a peptide amino acid sequence and an MHC pseudo amino acid sequence, predict their binding affinity value. This is MHC class I binding data. (1) The peptide sequence is YHAKDPNNL. The MHC is Mamu-A07 with pseudo-sequence Mamu-A07. The binding affinity (normalized) is 0.339. (2) The peptide sequence is AETESATLF. The MHC is HLA-A69:01 with pseudo-sequence HLA-A69:01. The binding affinity (normalized) is 0.0847. (3) The peptide sequence is VFKVKLHEI. The MHC is HLA-A01:01 with pseudo-sequence HLA-A01:01. The binding affinity (normalized) is 0.0847. (4) The MHC is HLA-A02:06 with pseudo-sequence HLA-A02:06. The binding affinity (normalized) is 0.170. The peptide sequence is LVPVLEKKV.